Predict the reactants needed to synthesize the given product. From a dataset of Full USPTO retrosynthesis dataset with 1.9M reactions from patents (1976-2016). (1) Given the product [NH2:10][C:3]1[CH:4]=[CH:5][C:6]([CH2:8][P:25](=[O:32])([O:29][CH2:30][CH3:31])[O:26][CH2:27][CH3:28])=[CH:7][C:2]=1[Br:1], predict the reactants needed to synthesize it. The reactants are: [Br:1][C:2]1[CH:7]=[C:6]([CH2:8]Br)[CH:5]=[CH:4][C:3]=1[N:10](C(OC(C)(C)C)=O)C(OC(C)(C)C)=O.[P:25]([O:32]CC)([O:29][CH2:30][CH3:31])[O:26][CH2:27][CH3:28]. (2) Given the product [NH2:17][C:8]1[C:7]2=[N:6][N:5]([CH2:18][CH2:19][CH3:20])[C:4]([CH2:3][CH2:2][NH:1][S:34]([CH2:33][CH2:32][CH2:31][Cl:30])(=[O:36])=[O:35])=[C:16]2[C:15]2[CH:14]=[CH:13][CH:12]=[CH:11][C:10]=2[N:9]=1, predict the reactants needed to synthesize it. The reactants are: [NH2:1][CH2:2][CH2:3][C:4]1[N:5]([CH2:18][CH2:19][CH3:20])[N:6]=[C:7]2[C:16]=1[C:15]1[CH:14]=[CH:13][CH:12]=[CH:11][C:10]=1[N:9]=[C:8]2[NH2:17].C(N(CC)C(C)C)(C)C.[Cl:30][CH2:31][CH2:32][CH2:33][S:34](Cl)(=[O:36])=[O:35].CN1CCCC1=O. (3) Given the product [CH:1]1([C:4]2[NH:8][C:7]3[CH:9]=[C:10]([C:20]4[C:21]([CH3:26])=[N:22][O:23][C:24]=4[CH3:25])[CH:11]=[C:12]([CH:13]([CH2:17][CH2:18][CH3:19])[CH2:14][CH2:15][CH3:16])[C:6]=3[N:5]=2)[CH2:2][CH2:3]1, predict the reactants needed to synthesize it. The reactants are: [CH:1]1([C:4]2[NH:8][C:7]3[CH:9]=[C:10]([C:20]4[C:21]([CH3:26])=[N:22][O:23][C:24]=4[CH3:25])[CH:11]=[C:12]([C:13]([CH2:17][CH2:18][CH3:19])=[CH:14][CH2:15][CH3:16])[C:6]=3[N:5]=2)[CH2:3][CH2:2]1. (4) Given the product [CH3:20][O:21][C:22](=[O:31])[CH2:23][C:24]1[CH:29]=[CH:28][C:27]([O:30][C:2]2[S:1][C:5]3[CH:6]=[CH:7][CH:8]=[CH:9][C:4]=3[N:3]=2)=[CH:26][CH:25]=1, predict the reactants needed to synthesize it. The reactants are: [S:1]1[C:5]2[CH:6]=[CH:7][CH:8]=[CH:9][C:4]=2[N:3]=[C:2]1OC1C=CC(CC=O)=CC=1.[CH3:20][O:21][C:22](=[O:31])[CH2:23][C:24]1[CH:29]=[CH:28][C:27]([OH:30])=[CH:26][CH:25]=1.ClC1SC2C=CC=CC=2N=1.C([O-])([O-])=O.[Cs+].[Cs+]. (5) Given the product [F:32][C@H:30]1[CH2:31][N:27]([C:25]([O:24][C:20]([CH3:21])([CH3:22])[CH3:23])=[O:26])[C@H:28]([C:33](=[O:34])[NH:9][CH2:8][C:7]2[C:3]([O:2][CH3:1])=[N:4][N:5]([C:10]3[CH:15]=[N:14][C:13]([C:16]([F:19])([F:17])[F:18])=[CH:12][N:11]=3)[CH:6]=2)[CH2:29]1, predict the reactants needed to synthesize it. The reactants are: [CH3:1][O:2][C:3]1[C:7]([CH2:8][NH2:9])=[CH:6][N:5]([C:10]2[CH:15]=[N:14][C:13]([C:16]([F:19])([F:18])[F:17])=[CH:12][N:11]=2)[N:4]=1.[C:20]([O:24][C:25]([N:27]1[CH2:31][C@H:30]([F:32])[CH2:29][C@H:28]1[C:33](O)=[O:34])=[O:26])([CH3:23])([CH3:22])[CH3:21].CN(C(ON1N=NC2C=CC=NC1=2)=[N+](C)C)C.F[P-](F)(F)(F)(F)F.CCN(C(C)C)C(C)C.